This data is from Peptide-MHC class II binding affinity with 134,281 pairs from IEDB. The task is: Regression. Given a peptide amino acid sequence and an MHC pseudo amino acid sequence, predict their binding affinity value. This is MHC class II binding data. The peptide sequence is SDYVYQPFPKTVWEQ. The MHC is DRB1_0401 with pseudo-sequence DRB1_0401. The binding affinity (normalized) is 0.198.